Predict the reactants needed to synthesize the given product. From a dataset of Full USPTO retrosynthesis dataset with 1.9M reactions from patents (1976-2016). (1) Given the product [F:12][C:6]1[CH:5]=[C:4]([CH2:13][CH2:14][C:15]([NH:61][CH2:60][CH2:59][CH2:58][C:57]2[N:53]([CH2:51][CH3:52])[N:54]=[C:55]([CH3:62])[CH:56]=2)=[O:17])[CH:3]=[C:2]([F:1])[C:7]=1[C:8]([F:9])([F:10])[F:11], predict the reactants needed to synthesize it. The reactants are: [F:1][C:2]1[CH:3]=[C:4]([CH2:13][CH2:14][C:15]([OH:17])=O)[CH:5]=[C:6]([F:12])[C:7]=1[C:8]([F:11])([F:10])[F:9].C1CN([P+](ON2N=NC3C=CC=CC2=3)(N2CCCC2)N2CCCC2)CC1.F[P-](F)(F)(F)(F)F.[CH2:51]([N:53]1[C:57]([CH2:58][CH2:59][CH2:60][NH2:61])=[CH:56][C:55]([CH3:62])=[N:54]1)[CH3:52].C(N(C(C)C)C(C)C)C. (2) Given the product [CH3:45][O:46][CH2:47][C:48]([NH:50][NH:51][C:12]([C:9]1[NH:10][C:11]2[C:7]([CH:8]=1)=[CH:6][CH:5]=[CH:4][C:3]=2[N:2]([CH3:1])[S:15]([C:18]1[S:19][CH:20]=[CH:21][CH:22]=1)(=[O:17])=[O:16])=[O:14])=[O:49], predict the reactants needed to synthesize it. The reactants are: [CH3:1][N:2]([S:15]([C:18]1[S:19][CH:20]=[CH:21][CH:22]=1)(=[O:17])=[O:16])[C:3]1[CH:4]=[CH:5][CH:6]=[C:7]2[C:11]=1[NH:10][C:9]([C:12]([OH:14])=O)=[CH:8]2.N1(O)C2C=CC=CC=2N=N1.Cl.CN(C)CCCN=C=NCC.[CH3:45][O:46][CH2:47][C:48]([NH:50][NH2:51])=[O:49]. (3) Given the product [CH3:12][O:7][C:6]([CH:5]1[NH:1][CH:2]2[CH2:11][CH2:10][CH2:9][CH:3]2[CH2:4]1)=[O:8], predict the reactants needed to synthesize it. The reactants are: [NH:1]1[CH:5]([C:6]([OH:8])=[O:7])[CH2:4][CH:3]2[CH2:9][CH2:10][CH2:11][CH:2]12.[CH3:12][Si](C=[N+]=[N-])(C)C.